This data is from Reaction yield outcomes from USPTO patents with 853,638 reactions. The task is: Predict the reaction yield, written as a fraction of the theoretical maximum amount of product (1.0 means a 100% yield; for example, 0.34 means a 34% yield). (1) The reactants are [NH:1]1[CH2:6][CH:5]=[C:4]([C:7]2[C:15]3[C:10](=[N:11][CH:12]=[CH:13][CH:14]=3)[NH:9][CH:8]=2)[CH2:3][CH2:2]1.Cl[CH2:17][C:18]([C:20]1[CH:21]=[CH:22][C:23]2[O:28][CH2:27][C:26](=[O:29])[N:25]([CH3:30])[C:24]=2[CH:31]=1)=[O:19].C(=O)([O-])[O-].[K+].[K+]. The catalyst is C1COCC1. The product is [CH3:30][N:25]1[C:24]2[CH:31]=[C:20]([C:18](=[O:19])[CH2:17][N:1]3[CH2:2][CH:3]=[C:4]([C:7]4[C:15]5[C:10](=[N:11][CH:12]=[CH:13][CH:14]=5)[NH:9][CH:8]=4)[CH2:5][CH2:6]3)[CH:21]=[CH:22][C:23]=2[O:28][CH2:27][C:26]1=[O:29]. The yield is 0.450. (2) The reactants are [ClH:1].[CH2:2]([O:4][C@@H:5]([CH2:9][C:10]1[CH:15]=[CH:14][C:13]([C:16]2[CH:21]=[CH:20][CH:19]=[C:18]([N:22]([CH3:33])[C:23]([NH:25][CH2:26][CH2:27][CH2:28][CH2:29][CH2:30][CH2:31][CH3:32])=[O:24])[N:17]=2)=[CH:12][CH:11]=1)[C:6]([OH:8])=[O:7])[CH3:3]. The catalyst is C(O)C. The product is [ClH:1].[CH2:2]([O:4][C@@H:5]([CH2:9][C:10]1[CH:15]=[CH:14][C:13]([C:16]2[CH:21]=[CH:20][CH:19]=[C:18]([N:22]([CH3:33])[C:23]([NH:25][CH2:26][CH2:27][CH2:28][CH2:29][CH2:30][CH2:31][CH3:32])=[O:24])[N:17]=2)=[CH:12][CH:11]=1)[C:6]([OH:8])=[O:7])[CH3:3]. The yield is 0.600. (3) The reactants are [F:1][C:2]1[CH:3]=[C:4]([CH:19]=[C:20]([F:22])[CH:21]=1)[CH2:5][N:6]1[C:14]2[C:9](=[CH:10][CH:11]=[C:12]([NH:15][C:16](=[O:18])[CH3:17])[CH:13]=2)[CH:8]=[CH:7]1.[N+:23]([C:26]1[CH:31]=[CH:30][CH:29]=[CH:28][C:27]=1[S:32]Cl)([O-:25])=[O:24]. The catalyst is C(OCC)C. The product is [F:22][C:20]1[CH:19]=[C:4]([CH:3]=[C:2]([F:1])[CH:21]=1)[CH2:5][N:6]1[C:14]2[C:9](=[CH:10][CH:11]=[C:12]([NH:15][C:16](=[O:18])[CH3:17])[CH:13]=2)[C:8]([S:32][C:27]2[CH:28]=[CH:29][CH:30]=[CH:31][C:26]=2[N+:23]([O-:25])=[O:24])=[CH:7]1. The yield is 0.960. (4) The reactants are [F:1][C:2]([F:22])([F:21])[C:3]1[CH:4]=[C:5]([CH:14]=[C:15]([C:17]([F:20])([F:19])[F:18])[CH:16]=1)[CH2:6][NH:7][C:8]1[N:9]=[N:10][N:11]([CH3:13])[N:12]=1.[H-].[Na+].Br[CH2:26][C:27]1[CH:32]=[C:31]([C:33]([F:36])([F:35])[F:34])[CH:30]=[CH:29][C:28]=1[C@H:37]([CH:40]1[CH2:44][CH2:43][CH2:42][CH2:41]1)[O:38][CH3:39]. The catalyst is CN(C=O)C. The product is [F:18][C:17]([F:19])([F:20])[C:15]1[CH:14]=[C:5]([CH:4]=[C:3]([C:2]([F:1])([F:21])[F:22])[CH:16]=1)[CH2:6][N:7]([CH2:26][C:27]1[CH:32]=[C:31]([C:33]([F:34])([F:35])[F:36])[CH:30]=[CH:29][C:28]=1[C@H:37]([CH:40]1[CH2:44][CH2:43][CH2:42][CH2:41]1)[O:38][CH3:39])[C:8]1[N:9]=[N:10][N:11]([CH3:13])[N:12]=1. The yield is 0.450. (5) The reactants are Br[CH2:2][C:3](=O)[CH:4]([CH:7]1[CH2:12][CH2:11][CH2:10][CH2:9][CH2:8]1)[O:5][CH3:6].C(OC(C1O[S:21]C=CC=1)=O)C.[NH4+:25].[OH-:26].[CH3:27][C:28](=O)[O:29][CH2:30][CH3:31]. The catalyst is CCO.O. The product is [CH:7]1([CH:4]([O:5][CH3:6])[C:3]2[N:25]=[C:27]([C:28]([O:29][CH2:30][CH3:31])=[O:26])[S:21][CH:2]=2)[CH2:12][CH2:11][CH2:10][CH2:9][CH2:8]1. The yield is 0.560.